This data is from Reaction yield outcomes from USPTO patents with 853,638 reactions. The task is: Predict the reaction yield, written as a fraction of the theoretical maximum amount of product (1.0 means a 100% yield; for example, 0.34 means a 34% yield). (1) The reactants are Cl[C:2]1[CH:3]=[CH:4][C:5]2[N:6]=[CH:7][N:8]=[C:9]([O:12][CH:13]3[CH2:18][CH2:17][N:16]([CH3:19])[CH2:15][CH2:14]3)[C:10]=2[N:11]=1.[Cl:20][C:21]1[C:26]([NH:27][S:28]([C:31]2[CH:36]=[CH:35][C:34]([F:37])=[CH:33][C:32]=2[F:38])(=[O:30])=[O:29])=[CH:25][C:24](B2OC(C)(C)C(C)(C)O2)=[CH:23][N:22]=1.C(=O)(O)[O-].[Na+]. The catalyst is O1CCOCC1. The product is [Cl:20][C:21]1[C:26]([NH:27][S:28]([C:31]2[CH:36]=[CH:35][C:34]([F:37])=[CH:33][C:32]=2[F:38])(=[O:30])=[O:29])=[CH:25][C:24]([C:2]2[CH:3]=[CH:4][C:5]3[N:6]=[CH:7][N:8]=[C:9]([O:12][CH:13]4[CH2:18][CH2:17][N:16]([CH3:19])[CH2:15][CH2:14]4)[C:10]=3[N:11]=2)=[CH:23][N:22]=1. The yield is 0.340. (2) The reactants are [Li]CCCC.Br[C:7]1[CH:18]=[C:17]([F:19])[C:10]([CH2:11][N:12]2[CH2:16][CH2:15][CH2:14][CH2:13]2)=[C:9]([F:20])[CH:8]=1.[O:21]=[C:22]1[CH2:25][CH:24]([C:26]([OH:28])=O)[CH2:23]1.[NH:29]1[CH2:33][CH2:32][CH2:31][CH2:30]1.C(P1(=O)OP(CCC)(=O)OP(CCC)(=O)O1)CC. The catalyst is C1COCC1. The product is [F:20][C:9]1[CH:8]=[C:7]([C:22]2([OH:21])[CH2:23][CH:24]([C:26]([N:29]3[CH2:33][CH2:32][CH2:31][CH2:30]3)=[O:28])[CH2:25]2)[CH:18]=[C:17]([F:19])[C:10]=1[CH2:11][N:12]1[CH2:16][CH2:15][CH2:14][CH2:13]1. The yield is 0.260. (3) The reactants are [CH2:1]([C:4]1[C:9]2[N:10]=[C:11]([C:23]3[CH:28]=[CH:27][N:26]=[CH:25][CH:24]=3)[N:12]=[C:13]([N:14]3[CH2:19][CH2:18][N:17](C(O)=O)[CH2:16][CH2:15]3)[C:8]=2[CH:7]=[CH:6][N:5]=1)[CH2:2][CH3:3].Cl. The catalyst is C(Cl)Cl. The product is [N:14]1([C:13]2[C:8]3[CH:7]=[CH:6][N:5]=[C:4]([CH2:1][CH2:2][CH3:3])[C:9]=3[N:10]=[C:11]([C:23]3[CH:24]=[CH:25][N:26]=[CH:27][CH:28]=3)[N:12]=2)[CH2:15][CH2:16][NH:17][CH2:18][CH2:19]1. The yield is 0.750. (4) The reactants are [CH3:1][C@:2]12[CH2:18][CH2:17][C@H:16]3[C@@H:7]([CH2:8][CH2:9][C:10]4[C@@H:15]3[CH2:14][CH2:13][C:12](=[O:19])[CH:11]=4)[C@@H:6]1[CH2:5][CH2:4][C:3]2=[O:20].C1(Cl)C(=O)C(Cl)=C(Cl)C(=O)C=1Cl.CCOC(C)=O.CCCCCC. The catalyst is C(O)C. The product is [CH3:1][C@:2]12[CH2:18][CH2:17][C@H:16]3[C@@H:7]([CH:8]=[CH:9][C:10]4[C@@H:15]3[CH2:14][CH2:13][C:12](=[O:19])[CH:11]=4)[C@@H:6]1[CH2:5][CH2:4][C:3]2=[O:20]. The yield is 0.460. (5) The reactants are C1C=CC([C@@H](O)C(O)=O)=CC=1.Cl.[CH2:13]([O:20][C:21]1[CH:26]=[CH:25][C:24]([C@@H:27]2[CH2:29][C@H:28]2[NH2:30])=[CH:23][CH:22]=1)[C:14]1[CH:19]=[CH:18][CH:17]=[CH:16][CH:15]=1. The catalyst is C1COCC1.O. The product is [CH2:13]([O:20][C:21]1[CH:22]=[CH:23][C:24]([C@@H:27]2[CH2:29][C@H:28]2[NH2:30])=[CH:25][CH:26]=1)[C:14]1[CH:15]=[CH:16][CH:17]=[CH:18][CH:19]=1. The yield is 0.466.